Predict the reactants needed to synthesize the given product. From a dataset of Full USPTO retrosynthesis dataset with 1.9M reactions from patents (1976-2016). (1) Given the product [NH:33]1[CH2:37][CH:36]([NH:35][C:28]([C:25]2[CH:24]=[CH:23][C:22]([C:4]3[CH:3]=[C:2]([Cl:1])[C:7]([CH2:8][CH:9]4[CH2:13][CH2:12][N:11]([CH:14]5[CH2:15][CH2:16][CH2:17][CH2:18][CH2:19]5)[C:10]4=[O:20])=[C:6]([Cl:21])[CH:5]=3)=[CH:27][CH:26]=2)=[O:30])[CH2:34]1, predict the reactants needed to synthesize it. The reactants are: [Cl:1][C:2]1[CH:3]=[C:4]([C:22]2[CH:27]=[CH:26][C:25]([C:28]([OH:30])=O)=[CH:24][CH:23]=2)[CH:5]=[C:6]([Cl:21])[C:7]=1[CH2:8][CH:9]1[CH2:13][CH2:12][N:11]([CH:14]2[CH2:19][CH2:18][CH2:17][CH2:16][CH2:15]2)[C:10]1=[O:20].C([N:33]1[CH:37]=[CH:36][N:35]=[CH:34]1)([N:33]1[CH:37]=[CH:36][N:35]=[CH:34]1)=O.C(OC(N1CC(N)C1)=O)(C)(C)C. (2) Given the product [Cl:1][C:2]1[C:7]([S:8]([CH3:11])(=[O:10])=[O:9])=[CH:6][C:5]([C:12]2[N:13]([C:33]([N:49]3[CH2:50][CH2:51][CH:46]([CH2:45][CH2:44][CH2:43][S:40]([CH3:39])(=[O:42])=[O:41])[CH2:47][CH2:48]3)=[O:34])[C@@:14]([C:26]3[CH:31]=[CH:30][C:29]([Cl:32])=[CH:28][CH:27]=3)([CH3:25])[C@@:15]([C:18]3[CH:19]=[CH:20][C:21]([Cl:24])=[CH:22][CH:23]=3)([CH3:17])[N:16]=2)=[C:4]([O:36][CH2:37][CH3:38])[CH:3]=1, predict the reactants needed to synthesize it. The reactants are: [Cl:1][C:2]1[C:7]([S:8]([CH3:11])(=[O:10])=[O:9])=[CH:6][C:5]([C:12]2[N:13]([C:33](Cl)=[O:34])[C@@:14]([C:26]3[CH:31]=[CH:30][C:29]([Cl:32])=[CH:28][CH:27]=3)([CH3:25])[C@@:15]([C:18]3[CH:23]=[CH:22][C:21]([Cl:24])=[CH:20][CH:19]=3)([CH3:17])[N:16]=2)=[C:4]([O:36][CH2:37][CH3:38])[CH:3]=1.[CH3:39][S:40]([CH2:43][CH2:44][CH2:45][CH:46]1[CH2:51][CH2:50][NH:49][CH2:48][CH2:47]1)(=[O:42])=[O:41]. (3) The reactants are: [C:1]([CH2:6][C:7]([O:9][CH2:10][CH3:11])=[O:8])(=[O:5])[CH:2]([CH3:4])[CH3:3].CO[CH:14](OC)[N:15]([CH3:17])[CH3:16]. Given the product [CH2:10]([O:9][C:7](=[O:8])[C:6](=[CH:14][N:15]([CH3:17])[CH3:16])[C:1](=[O:5])[CH:2]([CH3:4])[CH3:3])[CH3:11], predict the reactants needed to synthesize it. (4) Given the product [C:1]([O:5][C:6]([NH:8][C@H:9]1[CH2:14][CH2:13][C@H:12]([O:15][C:16]2[C:21]([C:22]([O:24][CH2:25][CH3:26])=[O:23])=[CH:20][N:19]=[C:18]([N:49]([CH3:50])[CH3:48])[N:17]=2)[CH2:11][CH2:10]1)=[O:7])([CH3:4])([CH3:3])[CH3:2], predict the reactants needed to synthesize it. The reactants are: [C:1]([O:5][C:6]([NH:8][C@H:9]1[CH2:14][CH2:13][C@H:12]([O:15][C:16]2[C:21]([C:22]([O:24][CH2:25][CH3:26])=[O:23])=[CH:20][N:19]=[C:18](SC)[N:17]=2)[CH2:11][CH2:10]1)=[O:7])([CH3:4])([CH3:3])[CH3:2].Cl.O1CCOCC1.ClC1C=CC=C(C(OO)=O)C=1.Cl.[CH3:48][NH:49][CH3:50].C(=O)([O-])O.[Na+].